This data is from Forward reaction prediction with 1.9M reactions from USPTO patents (1976-2016). The task is: Predict the product of the given reaction. (1) Given the reactants [Cl:1][C:2]1[CH:3]=[C:4]2[C:9](=[CH:10][C:11]=1[C:12](O)=[O:13])[N:8]=[CH:7][N:6]=[C:5]2[NH:15][CH:16]([C:18]1[NH:22][C:21]2[CH:23]=[CH:24][C:25]([Cl:27])=[CH:26][C:20]=2[N:19]=1)[CH3:17].FC1C(OC(N(C)C)=[N+](C)C)=C(F)C(F)=C(F)C=1F.F[P-](F)(F)(F)(F)F.C(N(C(C)C)CC)(C)C.[CH3:63][N:64]([CH2:66][CH:67]1[CH2:72][CH2:71][CH2:70][NH:69][CH2:68]1)[CH3:65], predict the reaction product. The product is: [Cl:1][C:2]1[CH:3]=[C:4]2[C:9](=[CH:10][C:11]=1[C:12]([N:69]1[CH2:70][CH2:71][CH2:72][CH:67]([CH2:66][N:64]([CH3:65])[CH3:63])[CH2:68]1)=[O:13])[N:8]=[CH:7][N:6]=[C:5]2[NH:15][CH:16]([C:18]1[NH:22][C:21]2[CH:23]=[CH:24][C:25]([Cl:27])=[CH:26][C:20]=2[N:19]=1)[CH3:17]. (2) Given the reactants [CH3:1][O:2][C:3]1[CH:8]=[CH:7][C:6]([NH:9][C:10]([C:12]2[C:20]3[C:19]4[CH:21]=[C:22]([N+:25]([O-])=O)[CH:23]=[CH:24][C:18]=4[O:17][C:16]=3[C:15]([O:28][CH3:29])=[CH:14][CH:13]=2)=[O:11])=[CH:5][CH:4]=1.O.NN, predict the reaction product. The product is: [CH3:1][O:2][C:3]1[CH:8]=[CH:7][C:6]([NH:9][C:10]([C:12]2[C:20]3[C:19]4[CH:21]=[C:22]([NH2:25])[CH:23]=[CH:24][C:18]=4[O:17][C:16]=3[C:15]([O:28][CH3:29])=[CH:14][CH:13]=2)=[O:11])=[CH:5][CH:4]=1. (3) Given the reactants [CH2:1]([O:8][C:9]1[CH:14]=[C:13]([O:15][CH2:16][C:17]2[CH:22]=[CH:21][CH:20]=[CH:19][CH:18]=2)[C:12]([CH:23]([CH3:25])[CH3:24])=[CH:11][C:10]=1[C:26]1[O:30][N:29]=[C:28]([C:31]([NH:33][CH2:34][CH3:35])=[O:32])[C:27]=1[C:36]1[N:40]=[C:39]([OH:41])[O:38][N:37]=1)[C:2]1[CH:7]=[CH:6][CH:5]=[CH:4][CH:3]=1.[C:42](=O)([O-])[O-].[K+].[K+].IC, predict the reaction product. The product is: [CH2:1]([O:8][C:9]1[CH:14]=[C:13]([O:15][CH2:16][C:17]2[CH:18]=[CH:19][CH:20]=[CH:21][CH:22]=2)[C:12]([CH:23]([CH3:25])[CH3:24])=[CH:11][C:10]=1[C:26]1[O:30][N:29]=[C:28]([C:31]([NH:33][CH2:34][CH3:35])=[O:32])[C:27]=1[C:36]1[N:40]=[C:39]([O:41][CH3:42])[O:38][N:37]=1)[C:2]1[CH:3]=[CH:4][CH:5]=[CH:6][CH:7]=1. (4) Given the reactants [CH3:1][N:2]1[C:6]2([CH2:14][C:13]3[C:8](=[CH:9][CH:10]=[C:11]([NH:15][C:16]4[N:21]=[CH:20][N:19]=[C:18]([C:22]([O:24]CC)=[O:23])[CH:17]=4)[CH:12]=3)[CH2:7]2)[C:5](=[O:27])[NH:4][C:3]1=[O:28].[OH-].[Na+].Cl, predict the reaction product. The product is: [CH3:1][N:2]1[C:6]2([CH2:14][C:13]3[C:8](=[CH:9][CH:10]=[C:11]([NH:15][C:16]4[N:21]=[CH:20][N:19]=[C:18]([C:22]([OH:24])=[O:23])[CH:17]=4)[CH:12]=3)[CH2:7]2)[C:5](=[O:27])[NH:4][C:3]1=[O:28]. (5) Given the reactants [Cl:1][C:2]1[CH:13]=[CH:12][C:5]([C:6](N(OC)C)=[O:7])=[CH:4][N:3]=1, predict the reaction product. The product is: [Cl:1][C:2]1[N:3]=[CH:4][C:5]([C:6](=[O:7])[CH2:4][CH2:5][CH2:12][CH2:13][CH3:2])=[CH:12][CH:13]=1. (6) Given the reactants [F:1][C:2]1[CH:28]=[CH:27][C:5]([CH2:6][O:7][C:8]2[CH:17]=[CH:16][C:11]3[C:12]([CH3:15])=[N:13][O:14][C:10]=3[C:9]=2[CH2:18][O:19][Si:20]([C:23]([CH3:26])([CH3:25])[CH3:24])([CH3:22])[CH3:21])=[CH:4][CH:3]=1.I[CH2:30][CH:31]1[CH2:36][CH2:35][N:34]([C:37]([O:39][C:40]([CH3:43])([CH3:42])[CH3:41])=[O:38])[CH2:33][CH2:32]1.C([N-]C(C)C)(C)C.[Li+].[Cl-].[NH4+], predict the reaction product. The product is: [Si:20]([O:19][CH2:18][C:9]1[C:10]2[O:14][N:13]=[C:12]([CH2:15][CH2:30][CH:31]3[CH2:36][CH2:35][N:34]([C:37]([O:39][C:40]([CH3:41])([CH3:43])[CH3:42])=[O:38])[CH2:33][CH2:32]3)[C:11]=2[CH:16]=[CH:17][C:8]=1[O:7][CH2:6][C:5]1[CH:4]=[CH:3][C:2]([F:1])=[CH:28][CH:27]=1)([C:23]([CH3:25])([CH3:24])[CH3:26])([CH3:21])[CH3:22]. (7) Given the reactants [Br:1][C:2]1[CH:3]=[CH:4][C:5]2[N:11]3[C:12]([CH3:15])=[N:13][N:14]=[C:10]3[C@H:9]([CH3:16])[CH2:8][NH:7][C:6]=2[CH:17]=1.[H-].[Na+].[Cl:20][C:21]1[CH:22]=[CH:23][C:24](F)=[N:25][CH:26]=1, predict the reaction product. The product is: [Br:1][C:2]1[CH:3]=[CH:4][C:5]2[N:11]3[C:12]([CH3:15])=[N:13][N:14]=[C:10]3[C@H:9]([CH3:16])[CH2:8][N:7]([C:24]3[CH:23]=[CH:22][C:21]([Cl:20])=[CH:26][N:25]=3)[C:6]=2[CH:17]=1. (8) Given the reactants [CH2:1]([O:8][CH2:9][C@@H:10]1[O:19][CH2:18][C:13]2=[N:14][O:15][C@@H:16]([CH3:17])[C@@H:12]2[CH2:11]1)[C:2]1[CH:7]=[CH:6][CH:5]=[CH:4][CH:3]=1.C(OC[C@@H]1OC[C@]2([C:38]3[CH:43]=[CH:42][C:41]([F:44])=[CH:40][C:39]=3[F:45])NOC[C@@H]2C1)C1C=CC=CC=1, predict the reaction product. The product is: [CH2:1]([O:8][CH2:9][C@@H:10]1[O:19][CH2:18][C@:13]2([C:38]3[CH:43]=[CH:42][C:41]([F:44])=[CH:40][C:39]=3[F:45])[NH:14][O:15][C@@H:16]([CH3:17])[C@@H:12]2[CH2:11]1)[C:2]1[CH:7]=[CH:6][CH:5]=[CH:4][CH:3]=1. (9) Given the reactants [CH3:1][C:2]1[N:7]([C:8]2[CH:13]=[CH:12][CH:11]=[C:10]([C:14]([F:17])([F:16])[F:15])[CH:9]=2)[C:6](=[O:18])[C:5]([C:19](O)=[O:20])=[CH:4][CH:3]=1.CN(C(ON1N=NC2C=CC=NC1=2)=[N+](C)C)C.F[P-](F)(F)(F)(F)F.C1C=NC2N(O)N=NC=2C=1.CCN(C(C)C)C(C)C.[CH3:65][S:66]([C:69]1[CH:74]=[CH:73][C:72]([O:75][NH2:76])=[CH:71][CH:70]=1)(=[O:68])=[O:67], predict the reaction product. The product is: [CH3:1][C:2]1[N:7]([C:8]2[CH:13]=[CH:12][CH:11]=[C:10]([C:14]([F:17])([F:15])[F:16])[CH:9]=2)[C:6](=[O:18])[C:5]([C:19]([NH:76][O:75][C:72]2[CH:71]=[CH:70][C:69]([S:66]([CH3:65])(=[O:68])=[O:67])=[CH:74][CH:73]=2)=[O:20])=[CH:4][CH:3]=1. (10) Given the reactants [OH:1][CH:2]1[CH2:7][CH2:6][N:5]([C:8]([N:10]2[CH2:15][CH:14]([C:16]3[CH:21]=[CH:20][C:19]([C:22]([F:25])([F:24])[F:23])=[CH:18][CH:17]=3)[CH2:13][CH:12]([C:26]([OH:28])=O)[CH2:11]2)=[O:9])[CH2:4][CH2:3]1.[F:29][C:30]1[CH:35]=[CH:34][C:33]([C:36](=[NH:39])[NH:37]O)=[CH:32][CH:31]=1, predict the reaction product. The product is: [F:29][C:30]1[CH:35]=[CH:34][C:33]([C:36]2[N:39]=[C:26]([CH:12]3[CH2:13][CH:14]([C:16]4[CH:17]=[CH:18][C:19]([C:22]([F:24])([F:25])[F:23])=[CH:20][CH:21]=4)[CH2:15][N:10]([C:8]([N:5]4[CH2:6][CH2:7][CH:2]([OH:1])[CH2:3][CH2:4]4)=[O:9])[CH2:11]3)[O:28][N:37]=2)=[CH:32][CH:31]=1.